This data is from Reaction yield outcomes from USPTO patents with 853,638 reactions. The task is: Predict the reaction yield, written as a fraction of the theoretical maximum amount of product (1.0 means a 100% yield; for example, 0.34 means a 34% yield). The reactants are [CH3:1][O:2][CH2:3][CH2:4][CH2:5][C:6]1[C:11]([CH:12]=O)=[CH:10][CH:9]=[C:8]([C:14]([F:17])([F:16])[F:15])[N:7]=1.[CH3:18][O:19][C:20](=[O:41])[CH:21]=P(C1C=CC=CC=1)(C1C=CC=CC=1)C1C=CC=CC=1. No catalyst specified. The product is [CH3:18][O:19][C:20](=[O:41])[CH:21]=[CH:12][C:11]1[C:6]([CH2:5][CH2:4][CH2:3][O:2][CH3:1])=[N:7][C:8]([C:14]([F:17])([F:16])[F:15])=[CH:9][CH:10]=1. The yield is 0.800.